This data is from Experimentally validated miRNA-target interactions with 360,000+ pairs, plus equal number of negative samples. The task is: Binary Classification. Given a miRNA mature sequence and a target amino acid sequence, predict their likelihood of interaction. The miRNA is hsa-miR-424-3p with sequence CAAAACGUGAGGCGCUGCUAU. The protein sequence of the target gene is MAAGSRTSLLLAFALLCLPWLQEAGAVQTVPLSRLFKEAMLQAHRAHQLAIDTYQEFISSWGMEAYITKEQKYSFLHDSQTSFCFSDSIPTSSNMEETQQKSNLELLHISLLLIESRLEPVRFLRSTFTNNLVYDTSDSDDYHLLKDLEEGIQMLMGRLEDGSHLTGQTLKQTYSKFDTNSHNHDALLKNYGLLHCFRKDMDKVETFLRMVQCRSVEGSCGF. Result: 0 (no interaction).